This data is from Reaction yield outcomes from USPTO patents with 853,638 reactions. The task is: Predict the reaction yield, written as a fraction of the theoretical maximum amount of product (1.0 means a 100% yield; for example, 0.34 means a 34% yield). The reactants are [CH3:1][C:2]1[CH:7]=[C:6]([CH3:8])[NH:5][C:4](=[O:9])[C:3]=1[CH2:10][NH:11][C:12]([C:14]1[CH:15]=[C:16]([C:30]2[CH:35]=[CH:34][C:33]([CH:36]=O)=[CH:32][C:31]=2[CH3:38])[CH:17]=[C:18]([N:21]([CH2:28][CH3:29])[CH:22]2[CH2:27][CH2:26][O:25][CH2:24][CH2:23]2)[C:19]=1[CH3:20])=[O:13].[NH:39]1[CH2:44][CH2:43][O:42][CH2:41][CH2:40]1.C(O)(=O)C.C(O[BH-](OC(=O)C)OC(=O)C)(=O)C.[Na+]. The catalyst is ClC(Cl)C.ClCCl. The product is [CH3:1][C:2]1[CH:7]=[C:6]([CH3:8])[NH:5][C:4](=[O:9])[C:3]=1[CH2:10][NH:11][C:12]([C:14]1[CH:15]=[C:16]([C:30]2[CH:35]=[CH:34][C:33]([CH2:36][N:39]3[CH2:44][CH2:43][O:42][CH2:41][CH2:40]3)=[CH:32][C:31]=2[CH3:38])[CH:17]=[C:18]([N:21]([CH2:28][CH3:29])[CH:22]2[CH2:23][CH2:24][O:25][CH2:26][CH2:27]2)[C:19]=1[CH3:20])=[O:13]. The yield is 0.268.